From a dataset of Full USPTO retrosynthesis dataset with 1.9M reactions from patents (1976-2016). Predict the reactants needed to synthesize the given product. Given the product [N:31]1[C:40]2[C:35](=[CH:36][CH:37]=[CH:38][CH:39]=2)[CH:34]=[C:33]([C:18]2[N:19]([C:24]([O:26][C:27]([CH3:28])([CH3:29])[CH3:30])=[O:25])[CH2:20][CH2:21][O:22][CH:23]=2)[CH:32]=1, predict the reactants needed to synthesize it. The reactants are: O(P(O[C:18]1[N:19]([C:24]([O:26][C:27]([CH3:30])([CH3:29])[CH3:28])=[O:25])[CH2:20][CH2:21][O:22][CH:23]=1)(OC1C=CC=CC=1)=O)C1C=CC=CC=1.[N:31]1[C:40]2[C:35](=[CH:36][CH:37]=[CH:38][CH:39]=2)[CH:34]=[C:33](B(O)O)[CH:32]=1.